Task: Predict the reaction yield, written as a fraction of the theoretical maximum amount of product (1.0 means a 100% yield; for example, 0.34 means a 34% yield).. Dataset: Reaction yield outcomes from USPTO patents with 853,638 reactions (1) The reactants are [NH2:1][C:2]1[C:11]([NH2:12])=[CH:10][CH:9]=[CH:8][C:3]=1[C:4]([O:6][CH3:7])=[O:5].[C:13](O)(=[O:20])[C:14]1[CH:19]=[CH:18][CH:17]=[CH:16][CH:15]=1.C1(N=C=NC2CCCCC2)CCCCC1. The catalyst is C(Cl)Cl.CN(C1C=CN=CC=1)C. The product is [NH2:12][C:11]1[C:2]([NH:1][C:13](=[O:20])[C:14]2[CH:19]=[CH:18][CH:17]=[CH:16][CH:15]=2)=[C:3]([CH:8]=[CH:9][CH:10]=1)[C:4]([O:6][CH3:7])=[O:5]. The yield is 0.270. (2) The reactants are [Si]([O:8][CH2:9][C:10]1[CH:15]=[CH:14][CH:13]=[CH:12][C:11]=1[NH:16][C:17]1[N:25]=[C:24]2[C:20]([NH:21][C:22](=[O:34])[N:23]2[C:26]2[CH:31]=[CH:30][CH:29]=[CH:28][C:27]=2[O:32][CH3:33])=[C:19]([C:35]([O:37]CC)=O)[N:18]=1)(C(C)(C)C)(C)C.[NH2:40]C1C(C(OCC)=O)=NC(NC2C=CC=C(CO[Si](C(C)(C)C)(C)C)C=2)=NC=1NC1C=CC=CC=1OC. The catalyst is ClCCl. The product is [OH:8][CH2:9][C:10]1[CH:15]=[CH:14][CH:13]=[CH:12][C:11]=1[NH:16][C:17]1[N:25]=[C:24]2[C:20]([NH:21][C:22](=[O:34])[N:23]2[C:26]2[CH:31]=[CH:30][CH:29]=[CH:28][C:27]=2[O:32][CH3:33])=[C:19]([C:35]([NH2:40])=[O:37])[N:18]=1. The yield is 0.910. (3) The reactants are [Cl:1][C:2]1[CH:3]=[C:4]([CH:6]=[CH:7][C:8]=1[F:9])[NH2:5].Cl[C:11]1[C:20]2[C:15](=[CH:16][C:17]([O:25][CH2:26][CH3:27])=[C:18]([O:21]C(=O)C)[CH:19]=2)[N:14]=[CH:13][N:12]=1. The catalyst is C(O)(C)C. The product is [Cl:1][C:2]1[CH:3]=[C:4]([NH:5][C:11]2[C:20]3[C:15](=[CH:16][C:17]([O:25][CH2:26][CH3:27])=[C:18]([OH:21])[CH:19]=3)[N:14]=[CH:13][N:12]=2)[CH:6]=[CH:7][C:8]=1[F:9]. The yield is 0.790. (4) The reactants are C(S[C:5]1[CH:6]=[C:7]2[C:11](=[CH:12][CH:13]=1)[NH:10][N:9]=[C:8]2[NH:14][C:15]1[S:16][CH:17]=[CH:18][N:19]=1)(C)C.O[O:21][S:22]([O-:24])=O.[K+].O1C[CH2:29][CH2:28][CH2:27]1. The catalyst is C(O)C.O.C(OCC)(=O)C. The product is [CH:28]([S:22]([C:5]1[CH:6]=[C:7]2[C:11](=[CH:12][CH:13]=1)[NH:10][N:9]=[C:8]2[NH:14][C:15]1[S:16][CH:17]=[CH:18][N:19]=1)(=[O:24])=[O:21])([CH3:29])[CH3:27]. The yield is 0.940.